Dataset: Forward reaction prediction with 1.9M reactions from USPTO patents (1976-2016). Task: Predict the product of the given reaction. (1) Given the reactants [CH3:1][O:2][C:3](=[O:17])[C:4]1[CH:9]=[C:8]([CH2:10][CH:11]=[CH2:12])[C:7]([OH:13])=[C:6]([CH2:14][CH:15]=[CH2:16])[CH:5]=1.[CH3:18]I, predict the reaction product. The product is: [CH3:1][O:2][C:3](=[O:17])[C:4]1[CH:9]=[C:8]([CH2:10][CH:11]=[CH2:12])[C:7]([O:13][CH3:18])=[C:6]([CH2:14][CH:15]=[CH2:16])[CH:5]=1. (2) Given the reactants [C:1]([C:5]1[N:14]=[CH:13][C:12]2[CH2:11][CH2:10][C:9]3[N:15]=[C:16]([NH2:18])[S:17][C:8]=3[C:7]=2[N:6]=1)([CH3:4])([CH3:3])[CH3:2].[CH:19]1[N:23]=[CH:22][N:21]([C:24](N2C=NC=C2)=[O:25])[CH:20]=1.C(Cl)Cl, predict the reaction product. The product is: [C:1]([C:5]1[N:14]=[CH:13][C:12]2[CH2:11][CH2:10][C:9]3[N:15]=[C:16]([NH:18][C:24]([N:21]4[CH:20]=[CH:19][N:23]=[CH:22]4)=[O:25])[S:17][C:8]=3[C:7]=2[N:6]=1)([CH3:4])([CH3:2])[CH3:3]. (3) Given the reactants [CH3:1][C:2]1([CH3:10])[CH2:7][C:6](=[O:8])[C:5](=O)[CH2:4][CH2:3]1.[H-].[Na+].[Cl:13][C:14]1[CH:15]=[C:16]([N:20]=[C:21]=[O:22])[CH:17]=[CH:18][CH:19]=1.CN(C=[O:27])C, predict the reaction product. The product is: [Cl:13][C:14]1[CH:15]=[C:16]([NH:20][C:21]([CH:5]2[C:4](=[O:27])[CH2:3][C:2]([CH3:1])([CH3:10])[CH2:7][C:6]2=[O:8])=[O:22])[CH:17]=[CH:18][CH:19]=1. (4) Given the reactants C(OC([N:8]1[CH2:14][C:13]2[CH:15]=[CH:16][CH:17]=[CH:18][C:12]=2[NH:11][C:10](=[O:19])[CH2:9]1)=O)(C)(C)C.[F:20][C:21]([F:26])([F:25])[C:22]([OH:24])=[O:23], predict the reaction product. The product is: [F:20][C:21]([F:26])([F:25])[C:22]([OH:24])=[O:23].[NH:11]1[C:12]2[CH:18]=[CH:17][CH:16]=[CH:15][C:13]=2[CH2:14][NH:8][CH2:9][C:10]1=[O:19]. (5) Given the reactants [CH3:1][O:2][C:3](=[O:10])[C@@H:4]1[C@H:8](O)[CH2:7][CH2:6][NH:5]1.CC(OC(/N=N/C(OC(C)C)=O)=O)C.C1(P(C2C=CC=CC=2)C2C=CC=CC=2)C=CC=CC=1.C1(P([N:58]=[N+:59]=[N-:60])(C2C=CC=CC=2)=O)C=CC=CC=1, predict the reaction product. The product is: [CH3:1][O:2][C:3](=[O:10])[C@@H:4]1[CH:8]([N:58]=[N+:59]=[N-:60])[CH2:7][CH2:6][NH:5]1. (6) Given the reactants [NH2:1][C:2]1[C:11]2[C:6](=[C:7]([C:12]([NH:14][C:15]3[C:20]([F:21])=[CH:19][CH:18]=[C:17]([N:22](CC4C=CC(OC)=CC=4)[S:23]([CH2:26][CH2:27][CH3:28])(=[O:25])=[O:24])[C:16]=3[O:38][CH3:39])=[O:13])[CH:8]=[CH:9][CH:10]=2)[N:5]=[CH:4][N:3]=1.C(Cl)Cl.FC(F)(F)C(O)=O, predict the reaction product. The product is: [F:21][C:20]1[C:15]([NH:14][C:12]([C:7]2[CH:8]=[CH:9][CH:10]=[C:11]3[C:6]=2[N:5]=[CH:4][N:3]=[C:2]3[NH2:1])=[O:13])=[C:16]([O:38][CH3:39])[C:17]([NH:22][S:23]([CH2:26][CH2:27][CH3:28])(=[O:24])=[O:25])=[CH:18][CH:19]=1.